This data is from Reaction yield outcomes from USPTO patents with 853,638 reactions. The task is: Predict the reaction yield, written as a fraction of the theoretical maximum amount of product (1.0 means a 100% yield; for example, 0.34 means a 34% yield). The reactants are C[N:2](C)/[CH:3]=[CH:4]/[C:5]([C:7]1[CH:8]=[C:9]([CH:12]=[CH:13][CH:14]=1)[C:10]#[N:11])=O.C(O)C.[NH2:19]N. No catalyst specified. The product is [NH:2]1[CH:3]=[CH:4][C:5]([C:7]2[CH:8]=[C:9]([CH:12]=[CH:13][CH:14]=2)[C:10]#[N:11])=[N:19]1. The yield is 0.840.